From a dataset of Full USPTO retrosynthesis dataset with 1.9M reactions from patents (1976-2016). Predict the reactants needed to synthesize the given product. (1) Given the product [CH2:4]([O:11][C:12]([N:14]1[CH2:18][C@H:17]([CH:19]2[CH2:3][CH2:20]2)[C@H:16]([NH:21][C:22]([O:24][C:25]([CH3:28])([CH3:27])[CH3:26])=[O:23])[CH2:15]1)=[O:13])[C:5]1[CH:6]=[CH:7][CH:8]=[CH:9][CH:10]=1, predict the reactants needed to synthesize it. The reactants are: [N+](=[CH2:3])=[N-].[CH2:4]([O:11][C:12]([N:14]1[CH2:18][C@H:17]([CH:19]=[CH2:20])[C@H:16]([NH:21][C:22]([O:24][C:25]([CH3:28])([CH3:27])[CH3:26])=[O:23])[CH2:15]1)=[O:13])[C:5]1[CH:10]=[CH:9][CH:8]=[CH:7][CH:6]=1. (2) Given the product [Cl:37][C:31]1[CH:32]=[C:33]([Cl:36])[CH:34]=[CH:35][C:30]=1[CH:9]1[CH:8]([C:6]([NH:5][O:4][CH2:3][C:2]2[NH:1][C:45](=[O:46])[O:39][N:38]=2)=[O:7])[C:17]2[C:12](=[CH:13][CH:14]=[CH:15][CH:16]=2)[C:11](=[O:18])[N:10]1[CH:19]1[CH2:24][CH2:23][CH2:22][CH2:21][CH:20]1[NH:25][S:26]([CH3:29])(=[O:27])=[O:28], predict the reactants needed to synthesize it. The reactants are: [NH2:1][C:2](=[N:38][OH:39])[CH2:3][O:4][NH:5][C:6]([CH:8]1[C:17]2[C:12](=[CH:13][CH:14]=[CH:15][CH:16]=2)[C:11](=[O:18])[N:10]([CH:19]2[CH2:24][CH2:23][CH2:22][CH2:21][CH:20]2[NH:25][S:26]([CH3:29])(=[O:28])=[O:27])[CH:9]1[C:30]1[CH:35]=[CH:34][C:33]([Cl:36])=[CH:32][C:31]=1[Cl:37])=[O:7].C1N=CN([C:45](N2C=NC=C2)=[O:46])C=1.C1CCN2C(=NCCC2)CC1. (3) Given the product [C:1]1([O:7][C:8]2[CH:9]=[CH:10][C:11]([C:17]([F:18])([F:19])[F:20])=[C:12]([CH2:13][OH:14])[CH:16]=2)[CH:2]=[CH:3][CH:4]=[CH:5][CH:6]=1, predict the reactants needed to synthesize it. The reactants are: [C:1]1([O:7][C:8]2[CH:9]=[CH:10][C:11]([C:17]([F:20])([F:19])[F:18])=[C:12]([CH:16]=2)[C:13](O)=[O:14])[CH:6]=[CH:5][CH:4]=[CH:3][CH:2]=1.CO. (4) Given the product [C:1]([C:3]1([NH:9][C:19]([NH:18][CH3:17])=[O:20])[CH2:8][CH2:7][CH2:6][CH2:5][CH2:4]1)#[CH:2], predict the reactants needed to synthesize it. The reactants are: [C:1]([C:3]1([NH2:9])[CH2:8][CH2:7][CH2:6][CH2:5][CH2:4]1)#[CH:2].C(N(CC)CC)C.[CH3:17][N:18]=[C:19]=[O:20]. (5) Given the product [CH:9]1([CH2:12][O:13][C:14]2[CH:22]=[C:21]([CH2:23][C:24]3[C:25]([NH2:31])=[N:26][C:27]([NH2:30])=[N:28][CH:29]=3)[CH:20]=[C:19]3[C:15]=2[C:16]([CH2:1][N:3]2[CH2:8][CH2:7][O:6][CH2:5][CH2:4]2)=[CH:17][N:18]3[CH2:32][CH3:33])[CH2:11][CH2:10]1, predict the reactants needed to synthesize it. The reactants are: [CH2:1]=O.[NH:3]1[CH2:8][CH2:7][O:6][CH2:5][CH2:4]1.[CH:9]1([CH2:12][O:13][C:14]2[CH:22]=[C:21]([CH2:23][C:24]3[C:25]([NH2:31])=[N:26][C:27]([NH2:30])=[N:28][CH:29]=3)[CH:20]=[C:19]3[C:15]=2[CH:16]=[CH:17][N:18]3[CH2:32][CH3:33])[CH2:11][CH2:10]1. (6) Given the product [CH2:1]([C:3]1[CH:17]=[CH:16][C:6]([CH2:7][C:9]2[CH:10]=[N:11][CH:12]=[CH:13][C:14]=2[OH:15])=[CH:5][CH:4]=1)[CH3:2], predict the reactants needed to synthesize it. The reactants are: [CH2:1]([C:3]1[CH:17]=[CH:16][C:6]([C:7]([C:9]2[CH:10]=[N:11][CH:12]=[CH:13][C:14]=2[OH:15])=O)=[CH:5][CH:4]=1)[CH3:2].